The task is: Predict the reaction yield, written as a fraction of the theoretical maximum amount of product (1.0 means a 100% yield; for example, 0.34 means a 34% yield).. This data is from Reaction yield outcomes from USPTO patents with 853,638 reactions. (1) The reactants are C(Cl)CCl.[NH2:5][C:6]1[N:11]=[CH:10][C:9](/[CH:12]=[CH:13]/[C:14]([OH:16])=O)=[CH:8][CH:7]=1.C([N:20]1[C:28]2[C:23](=[CH:24][CH:25]=[CH:26][CH:27]=2)[C:22]([CH2:29][NH:30][CH3:31])=[CH:21]1)(=O)C.C1C=CC2N(O)N=NC=2C=1.O.C(N(C(C)C)CC)(C)C. The catalyst is CN(C=O)C. The product is [NH2:5][C:6]1[N:11]=[CH:10][C:9](/[CH:12]=[CH:13]/[C:14]([N:30]([CH2:29][C:22]2[C:23]3[C:28](=[CH:27][CH:26]=[CH:25][CH:24]=3)[NH:20][CH:21]=2)[CH3:31])=[O:16])=[CH:8][CH:7]=1. The yield is 0.520. (2) The reactants are [OH:1][CH2:2][CH2:3][O:4][C@H:5]1[CH2:10][CH2:9][C@H:8]([N:11]2[C:16](=[O:17])[C:15]([CH2:18][C:19]3[CH:24]=[CH:23][C:22]([C:25]4[C:26]([C:31]#[N:32])=[CH:27][CH:28]=[CH:29][CH:30]=4)=[CH:21][CH:20]=3)=[C:14]([CH2:33][CH2:34][CH3:35])[N:13]3[N:36]=[CH:37][N:38]=[C:12]23)[CH2:7][CH2:6]1.C(N(CC)CC)C.[CH3:46][S:47](Cl)(=[O:49])=[O:48]. The catalyst is CN(C)C1C=CN=CC=1.C(#N)C. The product is [CH3:46][S:47]([O:1][CH2:2][CH2:3][O:4][C@H:5]1[CH2:10][CH2:9][C@H:8]([N:11]2[C:16](=[O:17])[C:15]([CH2:18][C:19]3[CH:24]=[CH:23][C:22]([C:25]4[CH:30]=[CH:29][CH:28]=[CH:27][C:26]=4[C:31]#[N:32])=[CH:21][CH:20]=3)=[C:14]([CH2:33][CH2:34][CH3:35])[N:13]3[N:36]=[CH:37][N:38]=[C:12]23)[CH2:7][CH2:6]1)(=[O:49])=[O:48]. The yield is 0.890. (3) The reactants are [CH2:1]([Sn:5](=[O:10])[CH2:6][CH2:7][CH2:8][CH3:9])[CH2:2][CH2:3][CH3:4].[CH2:11]([OH:15])[CH2:12][CH2:13][CH3:14]. No catalyst specified. The product is [CH2:1]([Sn:5]([CH2:6][CH2:7][CH2:8][CH3:9])([O:15][CH2:11][CH2:12][CH2:13][CH3:14])[O:10][Sn:5]([CH2:6][CH2:7][CH2:8][CH3:9])([CH2:1][CH2:2][CH2:3][CH3:4])[O:15][CH2:11][CH2:12][CH2:13][CH3:14])[CH2:2][CH2:3][CH3:4]. The yield is 0.990. (4) The reactants are [NH2:1][C:2]1[N:6]([C:7]2[CH:12]=[CH:11][CH:10]=[CH:9][CH:8]=2)[N:5]=[C:4]([C:13]([CH3:17])([CH3:16])[CH2:14][OH:15])[CH:3]=1.N1C=CN=C1.[CH3:23][C:24]([Si:27](Cl)([CH3:29])[CH3:28])([CH3:26])[CH3:25]. The catalyst is CN(C=O)C. The product is [Si:27]([O:15][CH2:14][C:13]([C:4]1[CH:3]=[C:2]([NH2:1])[N:6]([C:7]2[CH:12]=[CH:11][CH:10]=[CH:9][CH:8]=2)[N:5]=1)([CH3:17])[CH3:16])([C:24]([CH3:26])([CH3:25])[CH3:23])([CH3:29])[CH3:28]. The yield is 0.420.